From a dataset of Forward reaction prediction with 1.9M reactions from USPTO patents (1976-2016). Predict the product of the given reaction. The product is: [C:26]([C:12]1[CH:13]=[C:14]([C:17]2[S:18][C:19]3[N:20]=[CH:21][N:22]=[CH:23][C:24]=3[N:25]=2)[CH:15]=[CH:16][C:11]=1[O:9][C:3]1[CH:8]=[CH:7][CH:6]=[CH:5][CH:4]=1)#[N:27]. Given the reactants [H-].[Na+].[C:3]1([OH:9])[CH:8]=[CH:7][CH:6]=[CH:5][CH:4]=1.Cl[C:11]1[CH:16]=[CH:15][C:14]([C:17]2[S:18][C:19]3[N:20]=[CH:21][N:22]=[CH:23][C:24]=3[N:25]=2)=[CH:13][C:12]=1[C:26]#[N:27].O, predict the reaction product.